Dataset: Drug-target binding data from BindingDB using Ki measurements. Task: Regression. Given a target protein amino acid sequence and a drug SMILES string, predict the binding affinity score between them. We predict pKi (pKi = -log10(Ki in M); higher means stronger inhibition). Dataset: bindingdb_ki. (1) The drug is CN[C@@H](C)C(=O)N[C@H](C(=O)N1CC[C@H](C)[C@H]1C(=O)Nc1ccccc1-c1ncccn1)C1CCCCC1. The target protein sequence is HAARMRTFMYWPSSVPVQPEQLASAGFYYVGRNDDVKCFCCDGGLRCWESGDDPWVEHAKWFPRCEFL. The pKi is 7.8. (2) The target protein sequence is MDSPIQIFRGEPGPTCAPSACLPPNSSAWFPGWAEPDSNGSAGSEDAQLEPAHISPAIPVIITAVYSVVFVVGLVGNSLVMFVIIRYTKMKTATNIYIFNLALADALVTTTMPFQSTVYLMNSWPFGDVLCKIVISIDYYNMFTSIFTLTMMSVDRYIAVCHPVKALDFRTPLKAKIINICIWLLSSSVGISAIVLGGTKVREDVDVIECSLQFPDDDYSWWDLFMKICVFIFAFVIPVLIIIVCYTLMILRLKSVRLLSGSREKDRNLRRITRLVLVVVAVFVVCWTPIHIFALVEALGSTSHSTAALSSYYFCIALGYTNSSLNPILYAFLDENFKRCFRDFCFPLKMRMERQSTSRVRNTVQDPAYLRDIDGMNKPV. The pKi is 7.5. The drug is CN(C(=O)Cc1ccccc1)[C@H]1CC[C@@]2(CCCO2)C[C@@H]1N1CCCC1. (3) The compound is O=C(Nc1cccc(C(F)(F)F)c1)Nc1cc(N2C(=O)C3=C(CCCC3)C2=O)c(F)cc1Cl. The target protein (P32397) has sequence MSDGKKHVVIIGGGITGLAAAFYMEKEIKEKNLPLELTLVEASPRVGGKIQTVKKDGYIIERGPDSFLERKKSAPQLVKDLGLEHLLVNNATGQSYVLVNRTLHPMPKGAVMGIPTKIAPFVSTGLFSLSGKARAAMDFILPASKTKDDQSLGEFFRRRVGDEVVENLIEPLLSGIYAGDIDKLSLMSTFPQFYQTEQKHRSLILGMKKTRPQGSGQQLTAKKQGQFQTLSTGLQTLVEEIEKQLKLTKVYKGTKVTKLSHSGSCYSLELDNGVTLDADSVIVTAPHKAAAGMLSELPAISHLKNMHSTSVANVALGFPEGSVQMEHEGTGFVISRNSDFAITACTWTNKKWPHAAPEGKTLLRAYVGKAGDESIVDLSDNDIINIVLEDLKKVMNINGEPEMTCVTRWHESMPQYHVGHKQRIKELREALASAYPGVYMTGASFEGVGIPDCIDQGKAAVSDALTYLFS. The pKi is 7.6. (4) The drug is COc1ccc(S(=O)(=O)N(CC2CCCCC2)C[C@@H](O)[C@H](Cc2ccccc2)NC(=O)c2cccc(O)c2)cc1. The target protein sequence is PQITLWQRPLVTVKIGGQLREALLDTGADDTVLEDINLPGKWKPKMIGGVGGFIKVKQYEQVLIEICGKKVIGTVLVGPTPVNIIGRNMLTQIGCTLNF. The pKi is 8.5. (5) The small molecule is CCCCCC(=O)N[C@@H](Cc1ccc(O)cc1)C(=O)N[C@@H](CCC(=O)O)C(=O)N[C@@H](CC(C)C)C(=O)O. The target protein (P23724) has sequence MATIASEYSSEASNTPIEHQFNPYGDNGGTILGIAGEDFAVLAGDTRNITDYSINSRYEPKVFDCGDNIVMSANGFAADGDALVKRFKNSVKWYHFDHNDKKLSINSAARNIQHLLYGKRFFPYYVHTIIAGLDEDGKGAVYSFDPVGSYEREQCRAGGAAASLIMPFLDNQVNFKNQYEPGTNGKVKKPLKYLSVEEVIKLVRDSFTSATERHIQVGDGLEILIVTKDGVRKEFYELKRD. The pKi is 4.2. (6) The pKi is 6.4. The target protein (P32211) has sequence MANFTPVNGSSANQSVRLVTTAHNHLETVEMVFIATVTGSLSLVTVVGNILVMLSIKVNRQLQTVNNYFLFSLACADLIIGAFSMNLYTLYIIKGYWPLGAVVCDLWLALDYVVSNASVMNLLIISFDRYFCVTKPLTYPARRTTKMAGLMIAAAWVLSFVLWAPAILFWQFVVGKRTVPDNQCFIQFLSNPAVTFGTAIAAFYLPVVIMTVLYIHISLASRSRVHKHRPEGPKEKKAKTLAFLKSPLMKPSIKKPPPGGASREELRNGKLEEAPPPALPPPPRPVADKDTSNESSSGSATQNTKERPPTELSTTEAATTPALPAPTLQPRTLNPASKWSKIQIVTKQTGSECVTAIEIVPATPAGMRPAANVARKFASIARNQVRKKRQMAARERKVTRTIFAILLAFILTWTPYNVMVLVNTFCQSCIPERVWSIGYWLCYVNSTINPACYALCNATFKKTFRHLLLCQYRNIGTAR. The drug is CN1CCN(CC(=O)N2c3ccccc3C(=O)Nc3cccnc32)CC1. (7) The small molecule is O=C1COCC2=NC3=C([C@H](c4ccc(F)c(I)c4)C12)S(=O)(=O)CC3. The target protein sequence is GSHAKPFMLSTQREESNCTIIHTHIMDDWMDCAFTCGVDCQGQGKYPCLQVFVNLTHSGQKALLHYNEEAVQINSKCFYTPKCRRDGNDLLNSALNIKEFFDHKNRTPFSCFYSPDNQSEDVILIKKYDQMVIFHCLFWPSMTMLGGALIVGMVRLTQYLFLLCEKYSTALRDEVSGKVPYVARNQFKLWSVGRSKGRA. The pKi is 8.3. (8) The drug is CC[C@H](C)[C@H](NC(=O)[C@H](CCCNC(=N)N)NC(=O)[C@H](CCCNC(=N)N)NC(=O)[C@H](CC(C)C)NC(=O)[C@H](Cc1ccccc1)NC(=O)CNC(=O)CNC(=O)[C@@H](N)Cc1ccc(O)cc1)C(=O)N[C@@H](CCCNC(=N)N)C(=O)N1CCC[C@H]1C(=O)N[C@@H](CCCCN)C(=O)N[C@@H](CC(C)C)C(=O)N[C@@H](CCCCN)C(=O)O. The target protein sequence is MDSPIQIFRGEPGPTCAPSACLPPNSSAWFPGWAEPDSNGSAGSEDAQLEPAHISPAIPVIITAVYSVVFVVGLVGNSLVMFVIIRYTKMKTATNIYIFNLALADALVTTTMPFQSTVYLMNSWPFGDVLCKIVASIDYYNMFTSIFTLTMMSVDRYIAVCHPVKALDFRTPLKAKIINICIWLLSSSVGISAIVLGGTKVREDVDVIECSLQFPDDDYSWWDLFMKICVFIFAFVIPVLIIIVCYTLMILRLKSVRLLSGSREKDRNLRRITRLVLVVVAVFVVCWTPIHIFILVEALGSTSHSTAALSSYYFCIALGYTNSSLNPILYAFLDENFKRCFRDFCFPLKMRMERQSTSRVRNTVQDPAYLRDIDGMNKPV. The pKi is 8.2. (9) The target protein (P22909) has sequence MGSLQPDAGNSSWNGTEAPGGGTRATPYSLQVTLTLVCLAGLLMLFTVFGNVLVIIAVFTSRALKAPQNLFLVSLASADILVATLVIPFSLANEVMGYWYFGKVWCEIYLALDVLFCTSSIVHLCAISLDRYWSITQAIEYNLKRTPRRIKAIIVTVWVISAVISFPPLISIEKKGAGGGQQPAEPSCKINDQKWYVISSSIGSFFAPCLIMILVYVRIYQIAKRRTRVPPSRRGPDACSAPPGGADRRPNGLGPERGAGTAGAEAEPLPTQLNGAPGEPAPTRPRDGDALDLEESSSSEHAERPQGPGKPERGPRAKGKTKASQVKPGDSLPRRGPGAAGPGASGSGQGEERAGGAKASRWRGRQNREKRFTFVLAVVIGVFVVCWFPFFFTYTLIAVGCPVPYQLFNFFFWFGYCNSSLNPVIYTIFNHDFRRAFKKILCRGDRKRIV. The pKi is 7.6. The small molecule is c1ncc(C2CCCc3sccc32)[nH]1.